This data is from Forward reaction prediction with 1.9M reactions from USPTO patents (1976-2016). The task is: Predict the product of the given reaction. (1) Given the reactants C([Mg]Cl)(C)(C)C.[Cl:7][C:8]1[CH:13]=[C:12]([O:14][CH3:15])[CH:11]=[CH:10][C:9]=1[CH2:16][C:17]([OH:19])=O.COC([C:24]1[CH:35]=[CH:34][C:27]2[N:28]([CH3:33])[C:29](=[O:32])[CH2:30][O:31][C:26]=2[CH:25]=1)=O.Cl, predict the reaction product. The product is: [Cl:7][C:8]1[CH:13]=[C:12]([O:14][CH3:15])[CH:11]=[CH:10][C:9]=1[CH2:16][C:17]([C:24]1[CH:35]=[CH:34][C:27]2[N:28]([CH3:33])[C:29](=[O:32])[CH2:30][O:31][C:26]=2[CH:25]=1)=[O:19]. (2) The product is: [NH2:8][C@H:9]1[CH2:14][CH2:13][CH2:12][N:11]([CH2:15][CH2:16][O:17][C:18](=[O:23])[C:19]([CH3:21])([CH3:20])[CH3:22])[CH2:10]1. Given the reactants C(OC([NH:8][C@H:9]1[CH2:14][CH2:13][CH2:12][N:11]([CH2:15][CH2:16][O:17][C:18](=[O:23])[C:19]([CH3:22])([CH3:21])[CH3:20])[CH2:10]1)=O)(C)(C)C.C(O)(C(F)(F)F)=O.C1(C)C=CC=CC=1, predict the reaction product. (3) Given the reactants [Cl:1][C:2]1[N:3]=[CH:4][C:5]2[C:10]([C:11](O)=[O:12])=[C:9]([CH3:14])[N:8]([C@@H:15]([C:17]3[CH:22]=[CH:21][CH:20]=[CH:19][CH:18]=3)[CH3:16])[C:6]=2[N:7]=1.ON1C2C=CC=CC=2N=N1.Cl.CN(C)CCCN=C=NCC.C(N(CC)CC)C.[NH2:52][CH2:53][C:54]1[C:55]([OH:62])=[N:56][C:57]([CH3:61])=[CH:58][C:59]=1[CH3:60], predict the reaction product. The product is: [Cl:1][C:2]1[N:3]=[CH:4][C:5]2[C:10]([C:11]([NH:52][CH2:53][C:54]3[C:55]([OH:62])=[N:56][C:57]([CH3:61])=[CH:58][C:59]=3[CH3:60])=[O:12])=[C:9]([CH3:14])[N:8]([C@@H:15]([C:17]3[CH:18]=[CH:19][CH:20]=[CH:21][CH:22]=3)[CH3:16])[C:6]=2[N:7]=1. (4) Given the reactants [CH3:1][S:2]([C:5]1[CH:6]=[C:7]2[C:11](=[CH:12][CH:13]=1)[NH:10][CH2:9][CH2:8]2)(=[O:4])=[O:3].C(N(CC)CC)C.[C:21]([O:25][C:26]([N:28]1[CH2:33][CH2:32][CH:31]([N:34]2[C:38]3=[N:39][CH:40]=[N:41][C:42](Cl)=[C:37]3[CH:36]=[N:35]2)[CH2:30][CH2:29]1)=[O:27])([CH3:24])([CH3:23])[CH3:22].C(=O)([O-])[O-].[Cs+].[Cs+].C(=O)(O)[O-].[Na+], predict the reaction product. The product is: [C:21]([O:25][C:26]([N:28]1[CH2:29][CH2:30][CH:31]([N:34]2[C:38]3=[N:39][CH:40]=[N:41][C:42]([N:10]4[C:11]5[C:7](=[CH:6][C:5]([S:2]([CH3:1])(=[O:4])=[O:3])=[CH:13][CH:12]=5)[CH2:8][CH2:9]4)=[C:37]3[CH:36]=[N:35]2)[CH2:32][CH2:33]1)=[O:27])([CH3:24])([CH3:22])[CH3:23]. (5) Given the reactants S(O)(O)(=O)=O.[CH2:6]([N:13]1[CH2:18][CH2:17][N:16]([C:19]([NH2:21])=[NH:20])[CH2:15][CH2:14]1)[C:7]1[CH:12]=[CH:11][CH:10]=[CH:9][CH:8]=1.[CH2:6]([N:13]1[CH2:14][CH2:15][N:16]([C:19]([NH2:21])=[NH:20])[CH2:17][CH2:18]1)[C:7]1[CH:12]=[CH:11][CH:10]=[CH:9][CH:8]=1.C(=O)([O-])[O-].[Na+].[Na+].CN(C)C=O.Br[CH2:50][C:51]([C:53]1[CH:58]=[CH:57][C:56]([F:59])=[C:55]([C:60]([F:63])([F:62])[F:61])[CH:54]=1)=O, predict the reaction product. The product is: [CH2:6]([N:13]1[CH2:14][CH2:15][N:16]([C:19]2[NH:21][C:51]([C:53]3[CH:58]=[CH:57][C:56]([F:59])=[C:55]([C:60]([F:63])([F:61])[F:62])[CH:54]=3)=[CH:50][N:20]=2)[CH2:17][CH2:18]1)[C:7]1[CH:12]=[CH:11][CH:10]=[CH:9][CH:8]=1. (6) Given the reactants [O:1]=[C:2]1[CH2:11][NH:10][C:9]2[C:4](=[CH:5][CH:6]=[C:7]([C:12]([O:14]C)=[O:13])[CH:8]=2)[NH:3]1.Cl, predict the reaction product. The product is: [O:1]=[C:2]1[CH:11]=[N:10][C:9]2[C:4](=[CH:5][CH:6]=[C:7]([C:12]([OH:14])=[O:13])[CH:8]=2)[NH:3]1.